The task is: Predict the reaction yield, written as a fraction of the theoretical maximum amount of product (1.0 means a 100% yield; for example, 0.34 means a 34% yield).. This data is from Reaction yield outcomes from USPTO patents with 853,638 reactions. (1) The reactants are [CH3:1][C:2]1[CH:7]=[C:6]([O:8]C)[C:5]([N+:10]([O-:12])=[O:11])=[CH:4][C:3]=1[O:13][CH3:14].B(Cl)(Cl)Cl. The catalyst is C(Cl)Cl. The product is [CH3:1][C:2]1[C:3]([O:13][CH3:14])=[CH:4][C:5]([N+:10]([O-:12])=[O:11])=[C:6]([OH:8])[CH:7]=1. The yield is 0.990. (2) The reactants are F[C:2]1[C:9]([F:10])=[C:8]([C:11]#[N:12])[C:7]([F:13])=[C:6]([F:14])[C:3]=1[C:4]#[N:5].[N:15]1([C:21]([O:23][C:24]([CH3:27])([CH3:26])[CH3:25])=[O:22])[CH2:20][CH2:19][NH:18][CH2:17][CH2:16]1.C(N(CC)CC)C. The catalyst is CC(C)=O.O. The product is [C:4]([C:3]1[C:6]([F:14])=[C:7]([F:13])[C:8]([C:11]#[N:12])=[C:9]([F:10])[C:2]=1[N:18]1[CH2:17][CH2:16][N:15]([C:21]([O:23][C:24]([CH3:27])([CH3:26])[CH3:25])=[O:22])[CH2:20][CH2:19]1)#[N:5]. The yield is 0.510. (3) The reactants are [Br:1][C:2]1[C:3]([CH3:9])=[C:4]([CH:6]=[CH:7][CH:8]=1)[NH2:5].C([O-])(=O)C.[K+].C(OC(=O)C)(=O)C.C1OCCOCCOCCOCCOCCOC1.[N:40](OCCC(C)C)=O. The catalyst is C(Cl)(Cl)Cl. The product is [Br:1][C:2]1[CH:8]=[CH:7][CH:6]=[C:4]2[C:3]=1[CH:9]=[N:40][NH:5]2. The yield is 0.400.